Dataset: TCR-epitope binding with 47,182 pairs between 192 epitopes and 23,139 TCRs. Task: Binary Classification. Given a T-cell receptor sequence (or CDR3 region) and an epitope sequence, predict whether binding occurs between them. (1) The epitope is ELAGIGILTV. The TCR CDR3 sequence is CASSFGGNTGELFF. Result: 1 (the TCR binds to the epitope). (2) The epitope is RAKFKQLL. The TCR CDR3 sequence is CASSLTFSGANVLTF. Result: 1 (the TCR binds to the epitope). (3) The epitope is KLPDDFTGCV. The TCR CDR3 sequence is CASSYGGVEAFF. Result: 1 (the TCR binds to the epitope).